Dataset: Full USPTO retrosynthesis dataset with 1.9M reactions from patents (1976-2016). Task: Predict the reactants needed to synthesize the given product. (1) Given the product [C:1]([C:5]1[CH:10]=[CH:9][CH:8]=[C:7]([C:11]([CH3:14])([CH3:13])[CH3:12])[N+:6]=1[O-:23])([CH3:4])([CH3:3])[CH3:2], predict the reactants needed to synthesize it. The reactants are: [C:1]([C:5]1[CH:10]=[CH:9][CH:8]=[C:7]([C:11]([CH3:14])([CH3:13])[CH3:12])[N:6]=1)([CH3:4])([CH3:3])[CH3:2].C1C=C(Cl)C=C(C(OO)=[O:23])C=1. (2) The reactants are: [Br:1][C:2]1[CH:7]=[C:6]([NH:8][CH2:9][CH:10]([CH3:12])[CH3:11])[C:5]([NH2:13])=[CH:4][CH:3]=1.[CH:14](O)=O. Given the product [Br:1][C:2]1[CH:3]=[CH:4][C:5]2[N:13]=[CH:14][N:8]([CH2:9][CH:10]([CH3:11])[CH3:12])[C:6]=2[CH:7]=1, predict the reactants needed to synthesize it. (3) Given the product [N+:1]([C:4]1[CH:9]=[CH:8][C:7]([C:10]2[N:31]([C:30]3[CH:32]=[CH:33][C:27]([C:26]([F:25])([F:34])[F:35])=[CH:28][CH:29]=3)[C:13]([C:15]3[CH:20]=[CH:19][C:18]([N+:21]([O-:23])=[O:22])=[CH:17][CH:16]=3)=[CH:12][CH:11]=2)=[CH:6][CH:5]=1)([O-:3])=[O:2], predict the reactants needed to synthesize it. The reactants are: [N+:1]([C:4]1[CH:9]=[CH:8][C:7]([C:10](=O)[CH2:11][CH2:12][C:13]([C:15]2[CH:20]=[CH:19][C:18]([N+:21]([O-:23])=[O:22])=[CH:17][CH:16]=2)=O)=[CH:6][CH:5]=1)([O-:3])=[O:2].[F:25][C:26]([F:35])([F:34])[C:27]1[CH:33]=[CH:32][C:30]([NH2:31])=[CH:29][CH:28]=1. (4) Given the product [CH3:28][S:29]([NH:32][C:2]1[CH:3]=[C:4]([CH:8]([NH:12][C:13]([C:15]2[CH:16]=[N:17][N:18]([C:21]3[CH:26]=[CH:25][C:24]([Cl:27])=[CH:23][CH:22]=3)[C:19]=2[CH3:20])=[O:14])[CH2:9][CH2:10][CH3:11])[CH:5]=[N:6][CH:7]=1)(=[O:31])=[O:30], predict the reactants needed to synthesize it. The reactants are: Br[C:2]1[CH:3]=[C:4]([CH:8]([NH:12][C:13]([C:15]2[CH:16]=[N:17][N:18]([C:21]3[CH:26]=[CH:25][C:24]([Cl:27])=[CH:23][CH:22]=3)[C:19]=2[CH3:20])=[O:14])[CH2:9][CH2:10][CH3:11])[CH:5]=[N:6][CH:7]=1.[CH3:28][S:29]([NH2:32])(=[O:31])=[O:30].C([O-])(=O)C.[Cs+].[Cl-].[NH4+].[Na].C(=O)(O)[O-].[Na+]. (5) The reactants are: [F:1][C:2]1[CH:7]=[CH:6][C:5]([C:8]2[C:13]([CH2:14][OH:15])=[CH:12][N:11]=[CH:10][N:9]=2)=[CH:4][CH:3]=1. Given the product [F:1][C:2]1[CH:3]=[CH:4][C:5]([C:8]2[C:13]([CH:14]=[O:15])=[CH:12][N:11]=[CH:10][N:9]=2)=[CH:6][CH:7]=1, predict the reactants needed to synthesize it. (6) Given the product [Br:1][C:2]1[CH:7]=[CH:6][C:5]([S:8]([NH:12][C:13]2([CH2:14][OH:15])[CH2:19][CH2:18][CH2:17][CH2:16]2)(=[O:10])=[O:9])=[CH:4][CH:3]=1, predict the reactants needed to synthesize it. The reactants are: [Br:1][C:2]1[CH:7]=[CH:6][C:5]([S:8](Cl)(=[O:10])=[O:9])=[CH:4][CH:3]=1.[NH2:12][C@H:13]([CH2:16][CH3:17])[CH2:14][OH:15].[CH3:18][CH2:19]N(C(C)C)C(C)C. (7) Given the product [F:23][C:24]([F:33])([F:32])[C:55]1([C:54]([O:22][C:19]2[CH:18]=[CH:17][C:16]([C:13]3[CH:14]=[CH:15][C:10]([O:9][CH2:8][CH:5]4[CH2:4][CH2:3][N:2]([C:29]([C:25]5([C:24]([F:33])([F:32])[F:23])[CH2:28][CH2:27][CH2:26]5)=[O:30])[CH2:7][CH2:6]4)=[CH:11][CH:12]=3)=[CH:21][CH:20]=2)=[O:76])[CH2:56][CH2:57][CH2:52]1, predict the reactants needed to synthesize it. The reactants are: Cl.[NH:2]1[CH2:7][CH2:6][CH:5]([CH2:8][O:9][C:10]2[CH:15]=[CH:14][C:13]([C:16]3[CH:21]=[CH:20][C:19]([OH:22])=[CH:18][CH:17]=3)=[CH:12][CH:11]=2)[CH2:4][CH2:3]1.[F:23][C:24]([F:33])([F:32])[C:25]1([C:29](O)=[O:30])[CH2:28][CH2:27][CH2:26]1.C1CN([P+](ON2N=NC3[CH:54]=[CH:55][CH:56]=[CH:57][C:52]2=3)(N2CCCC2)N2CCCC2)CC1.F[P-](F)(F)(F)(F)F.CCN(C(C)C)C(C)C.[OH2:76].